This data is from Full USPTO retrosynthesis dataset with 1.9M reactions from patents (1976-2016). The task is: Predict the reactants needed to synthesize the given product. (1) Given the product [Cl:19][C:14]1[CH:13]=[CH:12][N:11]=[C:10]2[S:9][CH:8]=[C:7]([C:1]3[CH:6]=[CH:5][CH:4]=[CH:3][CH:2]=3)[C:15]=12, predict the reactants needed to synthesize it. The reactants are: [C:1]1([C:7]2[C:15]3[C:14](=O)[CH:13]=[CH:12][NH:11][C:10]=3[S:9][CH:8]=2)[CH:6]=[CH:5][CH:4]=[CH:3][CH:2]=1.P(Cl)(Cl)([Cl:19])=O. (2) Given the product [Cl:21][C:14]1[C:15]([F:20])=[CH:16][CH:17]=[C:18]([F:19])[C:13]=1[CH2:12][N:7]1[CH2:8][CH2:9][CH2:10][NH:11][C:5]2[N:4]=[CH:3][C:2]([C:34]3[CH:35]=[CH:36][C:31]([O:30][CH2:29][CH2:28][N:23]4[CH:27]=[CH:26][N:25]=[CH:24]4)=[CH:32][CH:33]=3)=[N:22][C:6]1=2, predict the reactants needed to synthesize it. The reactants are: Br[C:2]1[CH:3]=[N:4][C:5]2[NH:11][CH2:10][CH2:9][CH2:8][N:7]([CH2:12][C:13]3[C:18]([F:19])=[CH:17][CH:16]=[C:15]([F:20])[C:14]=3[Cl:21])[C:6]=2[N:22]=1.[N:23]1([CH2:28][CH2:29][O:30][C:31]2[CH:36]=[CH:35][C:34](B(O)O)=[CH:33][CH:32]=2)[CH:27]=[CH:26][N:25]=[CH:24]1. (3) Given the product [C:21]([NH:24][C:25](=[CH:30][C:19]1[CH:18]=[CH:17][C:14]([C:15]#[N:16])=[CH:13][C:12]=1[O:11][CH2:10][CH2:9][NH:8][C:6]([O:5][C:1]([CH3:4])([CH3:3])[CH3:2])=[O:7])[C:26]([O:28][CH3:29])=[O:27])(=[O:23])[CH3:22], predict the reactants needed to synthesize it. The reactants are: [C:1]([O:5][C:6]([NH:8][CH2:9][CH2:10][O:11][C:12]1[CH:13]=[C:14]([CH:17]=[CH:18][C:19]=1I)[C:15]#[N:16])=[O:7])([CH3:4])([CH3:3])[CH3:2].[C:21]([NH:24][C:25](=[CH2:30])[C:26]([O:28][CH3:29])=[O:27])(=[O:23])[CH3:22].CC1C=CC=CC=1P(C1C=CC=CC=1C)C1C=CC=CC=1C.C(N(CC)CC)C. (4) The reactants are: P(CN[CH2:7][C:8]([OH:10])=[O:9])(O)(O)=O.[C:11]([NH:14][CH2:15][C:16]([OH:18])=[O:17])(=[O:13])[CH3:12]. Given the product [C:11]([N:14]([CH2:7][C:8]([OH:10])=[O:9])[CH2:15][C:16]([OH:18])=[O:17])(=[O:13])[CH3:12], predict the reactants needed to synthesize it. (5) Given the product [NH:1]([C:28]([O:30][CH2:31][C:32]1[CH:33]=[CH:34][CH:35]=[CH:36][CH:37]=1)=[O:29])[C@H:2]([C:10]([NH:12][C@H:13]([C:25]([OH:27])=[O:26])[CH2:14][CH2:15][CH2:16][CH2:17][NH:18][C:19]([O:21][CH2:22][CH:23]=[CH2:24])=[O:20])=[O:11])[CH2:3][C:4]1[CH:9]=[CH:8][CH:7]=[CH:6][CH:5]=1.[NH2:49][C:50]1[CH:57]=[CH:56][C:53]([CH2:54][OH:55])=[CH:52][CH:51]=1, predict the reactants needed to synthesize it. The reactants are: [NH:1]([C:28]([O:30][CH2:31][C:32]1[CH:37]=[CH:36][CH:35]=[CH:34][CH:33]=1)=[O:29])[C@H:2]([C:10]([NH:12][C@H:13]([C:25]([OH:27])=[O:26])[CH2:14][CH2:15][CH2:16][CH2:17][NH:18][C:19]([O:21][CH2:22][CH:23]=[CH2:24])=[O:20])=[O:11])[CH2:3][C:4]1[CH:9]=[CH:8][CH:7]=[CH:6][CH:5]=1.O.ON1C2C=CC=CC=2N=N1.[NH2:49][C:50]1[CH:57]=[CH:56][C:53]([CH2:54][OH:55])=[CH:52][CH:51]=1.CN1CCOCC1.CCN=C=NCCCN(C)C.C(O)(=O)CC(CC(O)=O)(C(O)=O)O.